Task: Predict the reaction yield, written as a fraction of the theoretical maximum amount of product (1.0 means a 100% yield; for example, 0.34 means a 34% yield).. Dataset: Reaction yield outcomes from USPTO patents with 853,638 reactions (1) The reactants are [Br:1][C:2]1[CH:7]=[CH:6][C:5]([SH:8])=[C:4]([O:9][CH3:10])[CH:3]=1.[C:11](=O)([O-])[O-].[K+].[K+].IC.O. The catalyst is CN(C=O)C. The product is [Br:1][C:2]1[CH:7]=[CH:6][C:5]([S:8][CH3:11])=[C:4]([O:9][CH3:10])[CH:3]=1. The yield is 0.720. (2) The reactants are [C:1]([O:5][C:6]([N:8]1[CH2:13][CH2:12][NH:11][CH2:10][CH2:9]1)=[O:7])([CH3:4])([CH3:3])[CH3:2].[Br:14][C:15]1[CH:20]=[CH:19][CH:18]=[CH:17][C:16]=1Br.CC(C)([O-])C.[Na+]. The catalyst is C1(C)C=CC=CC=1.O.C([O-])(=O)C.[Pd+2].C([O-])(=O)C.C1(P(C2C=CC=CC=2)C2C=CC3C(=CC=CC=3)C=2C2C3C(=CC=CC=3)C=CC=2P(C2C=CC=CC=2)C2C=CC=CC=2)C=CC=CC=1. The product is [C:1]([O:5][C:6]([N:8]1[CH2:13][CH2:12][N:11]([C:16]2[CH:17]=[CH:18][CH:19]=[CH:20][C:15]=2[Br:14])[CH2:10][CH2:9]1)=[O:7])([CH3:4])([CH3:2])[CH3:3]. The yield is 0.520. (3) The reactants are [C:1]([N:4]1[CH2:9][CH2:8][CH:7]([C:10]([OH:12])=O)[CH2:6][CH2:5]1)(=[O:3])[CH3:2].N1(C(N2C=CN=C2)=O)C=CN=C1.Cl.[CH3:26][O:27][NH:28][CH3:29].Cl. The catalyst is ClCCl.O1CCOCC1. The product is [C:1]([N:4]1[CH2:5][CH2:6][CH:7]([C:10]([N:28]([O:27][CH3:26])[CH3:29])=[O:12])[CH2:8][CH2:9]1)(=[O:3])[CH3:2]. The yield is 0.807. (4) The reactants are [CH:1]([C@H:4]1[NH:9][CH2:8][CH2:7][N:6]2[C:10]3[CH:16]=[C:15]([S:17]([CH3:20])(=[O:19])=[O:18])[C:14]([CH2:21][OH:22])=[CH:13][C:11]=3[N:12]=[C:5]12)([CH3:3])[CH3:2].Cl[C:24]1[N:29]=[C:28]([C:30]([F:33])([F:32])[F:31])[C:27]([C:34]([O:36][CH2:37][CH3:38])=[O:35])=[CH:26][N:25]=1.CCN(C(C)C)C(C)C. The catalyst is C(Cl)Cl.CC(O)C. The product is [OH:22][CH2:21][C:14]1[C:15]([S:17]([CH3:20])(=[O:19])=[O:18])=[CH:16][C:10]2[N:6]3[CH2:7][CH2:8][N:9]([C:24]4[N:29]=[C:28]([C:30]([F:32])([F:33])[F:31])[C:27]([C:34]([O:36][CH2:37][CH3:38])=[O:35])=[CH:26][N:25]=4)[C@H:4]([CH:1]([CH3:3])[CH3:2])[C:5]3=[N:12][C:11]=2[CH:13]=1. The yield is 0.837. (5) The reactants are COC(=O)NC(C1CCOCC1)C(N1CC(F)(F)CC1C1NC(C2C=CC(C3C=CC4C(=CC=C(C5NC([CH:41]6[CH2:45][CH2:44][CH2:43][N:42]6[C:46](=[O:59])[CH:47]([NH:54][C:55]([O:57][CH3:58])=[O:56])[C:48]6[CH:53]=[CH:52][CH:51]=[CH:50][CH:49]=6)=NC=5)C=4)C=3)=CC=2)=CN=1)=O.[CH3:67][O:68][C:69]([NH:71][CH:72]([CH:76]1[CH2:81]COCC1)[C:73]([OH:75])=O)=[O:70].C(OC([N:89]1[CH:95]([C:96]2[NH:97][C:98]([C:101]3[CH:106]=[CH:105][C:104]([C:107]4[CH:116]=[CH:115][C:114]5[C:109](=[CH:110][CH:111]=[C:112]([C:117]6[NH:118][C:119](C7CCCN7C(OCC7C=CC=CC=7)=O)=[N:120][CH:121]=6)[CH:113]=5)[CH:108]=4)=[CH:103][CH:102]=3)=[CH:99][N:100]=2)[CH2:94][C:91]2([CH2:93][CH2:92]2)[CH2:90]1)=O)(C)(C)C.[C:137]([O:141]C(N1CC(F)(F)CC1C1NC(C2C=CC(C3C=CC4C(=CC=C(C5NC(C6CCCN6C(OCC6C=CC=CC=6)=O)=NC=5)C=4)C=3)=CC=2)=CN=1)=O)(C)(C)C. No catalyst specified. The product is [CH3:67][O:68][C:69](=[O:70])[NH:71][CH:72]([C:73]([N:89]1[CH:95]([C:96]2[NH:97][C:98]([C:101]3[CH:106]=[CH:105][C:104]([C:107]4[CH:116]=[CH:115][C:114]5[C:109](=[CH:110][CH:111]=[C:112]([C:117]6[NH:118][C:119]([CH:41]7[CH2:45][CH2:44][CH2:43][N:42]7[C:46](=[O:59])[CH:47]([NH:54][C:55]([O:57][CH3:58])=[O:56])[C:48]7[CH:49]=[CH:50][CH:51]=[CH:52][CH:53]=7)=[N:120][CH:121]=6)[CH:113]=5)[CH:108]=4)=[CH:103][CH:102]=3)=[CH:99][N:100]=2)[CH2:94][C:91]2([CH2:93][CH2:92]2)[CH2:90]1)=[O:75])[CH:76]([O:141][CH3:137])[CH3:81]. The yield is 0.290. (6) The reactants are C([O:3][C:4](=[O:36])[CH:5]([O:33][CH2:34][CH3:35])[CH2:6][C:7]1[CH:12]=[CH:11][C:10]([O:13][CH2:14][CH2:15][C:16]2[CH:21]=[CH:20][C:19]([O:22][S:23]([CH2:26][C:27]3[CH:32]=[CH:31][CH:30]=[CH:29][CH:28]=3)(=[O:25])=[O:24])=[CH:18][CH:17]=2)=[CH:9][CH:8]=1)C.[OH-].[Li+].Cl. The catalyst is O1CCCC1.O. The product is [CH2:34]([O:33][CH:5]([CH2:6][C:7]1[CH:8]=[CH:9][C:10]([O:13][CH2:14][CH2:15][C:16]2[CH:21]=[CH:20][C:19]([O:22][S:23]([CH2:26][C:27]3[CH:32]=[CH:31][CH:30]=[CH:29][CH:28]=3)(=[O:24])=[O:25])=[CH:18][CH:17]=2)=[CH:11][CH:12]=1)[C:4]([OH:36])=[O:3])[CH3:35]. The yield is 0.920. (7) The reactants are [ClH:1].O1CCOCC1.[CH2:8]([O:15][C:16]([C:18]1([NH:24][C:25]([O:27][CH:28]2[CH2:33][CH2:32][N:31](C(OC(C)(C)C)=O)[CH2:30][CH2:29]2)=[O:26])[CH2:23][CH2:22][CH2:21][CH2:20][CH2:19]1)=[O:17])[C:9]1[CH:14]=[CH:13][CH:12]=[CH:11][CH:10]=1. No catalyst specified. The product is [ClH:1].[CH2:8]([O:15][C:16]([C:18]1([NH:24][C:25]([O:27][CH:28]2[CH2:29][CH2:30][NH:31][CH2:32][CH2:33]2)=[O:26])[CH2:19][CH2:20][CH2:21][CH2:22][CH2:23]1)=[O:17])[C:9]1[CH:10]=[CH:11][CH:12]=[CH:13][CH:14]=1. The yield is 0.870. (8) The reactants are [CH3:1][O:2][CH2:3][C:4]1[CH:9]=[C:8]([CH3:10])[NH:7][C:6](=[O:11])[C:5]=1[C:12]#[N:13].N. The catalyst is CO.[Ni]. The product is [NH2:13][CH2:12][C:5]1[C:6](=[O:11])[NH:7][C:8]([CH3:10])=[CH:9][C:4]=1[CH2:3][O:2][CH3:1]. The yield is 0.800. (9) The reactants are [NH2:1][C:2]1[C:9]([F:10])=[CH:8][C:5]([C:6]#N)=[C:4]([F:11])[CH:3]=1.S(=O)(=O)(O)O.[OH2:17].[OH-].[Na+].[O:20]1CCO[CH2:22][CH2:21]1. No catalyst specified. The product is [NH2:1][C:2]1[C:9]([F:10])=[CH:8][C:5]([C:6]([O:20][CH2:21][CH3:22])=[O:17])=[C:4]([F:11])[CH:3]=1. The yield is 0.420.